This data is from Forward reaction prediction with 1.9M reactions from USPTO patents (1976-2016). The task is: Predict the product of the given reaction. (1) Given the reactants Cl[C:2]1[CH:3]=[CH:4][C:5]2[N:6]([CH:8]=[C:9]([C:11]3[CH:12]=[C:13]([NH:19][S:20]([CH3:23])(=[O:22])=[O:21])[CH:14]=[C:15]([C:17]#[N:18])[CH:16]=3)[N:10]=2)[N:7]=1, predict the reaction product. The product is: [C:17]([C:15]1[CH:14]=[C:13]([NH:19][S:20]([CH3:23])(=[O:22])=[O:21])[CH:12]=[C:11]([C:9]2[N:10]=[C:5]3[CH:4]=[CH:3][CH:2]=[N:7][N:6]3[CH:8]=2)[CH:16]=1)#[N:18]. (2) Given the reactants [I-].[F:2][C:3]([F:41])([F:40])[C:4]1[CH:5]=[C:6]([C@H:14]([O:16][C@@H:17]2[C@@H:21]([C:22]3[CH:27]=[CH:26][C:25]([F:28])=[CH:24][CH:23]=3)[CH2:20][N:19]([C:29]3[CH2:33][CH2:32][C:31](=[O:34])[C:30]=3[CH2:35][N+](C)(C)C)[CH2:18]2)[CH3:15])[CH:7]=[C:8]([C:10]([F:13])([F:12])[F:11])[CH:9]=1.[C-:42]#[N:43].[Na+], predict the reaction product. The product is: [F:2][C:3]([F:40])([F:41])[C:4]1[CH:5]=[C:6]([C@H:14]([O:16][C@@H:17]2[C@@H:21]([C:22]3[CH:27]=[CH:26][C:25]([F:28])=[CH:24][CH:23]=3)[CH2:20][N:19]([C:29]3[CH2:33][CH2:32][C:31](=[O:34])[C:30]=3[CH2:35][C:42]#[N:43])[CH2:18]2)[CH3:15])[CH:7]=[C:8]([C:10]([F:13])([F:12])[F:11])[CH:9]=1. (3) Given the reactants [Li]C(C)(C)C.[C:6]12([C:16]3[CH:17]=[C:18](Br)[CH:19]=[CH:20][C:21]=3[O:22][CH3:23])[CH2:15][CH:10]3[CH2:11][CH:12]([CH2:14][CH:8]([CH2:9]3)[CH2:7]1)[CH2:13]2.FC(F)(F)S(O[C:31]1[C:40]2[C:35](=[CH:36][C:37]([Br:41])=[CH:38][CH:39]=2)[CH:34]=[CH:33][CH:32]=1)(=O)=O, predict the reaction product. The product is: [C:6]12([C:16]3[CH:17]=[C:18]([C:32]4[CH:31]=[C:40]5[C:35](=[CH:34][CH:33]=4)[CH:36]=[C:37]([Br:41])[CH:38]=[CH:39]5)[CH:19]=[CH:20][C:21]=3[O:22][CH3:23])[CH2:7][CH:8]3[CH2:9][CH:10]([CH2:11][CH:12]([CH2:14]3)[CH2:13]1)[CH2:15]2. (4) Given the reactants [CH2:1]([O:3][C:4](=[O:24])[CH:5]([S:13]([C:16]1[CH:21]=[CH:20][C:19]([O:22][CH3:23])=[CH:18][CH:17]=1)(=[O:15])=[O:14])[CH2:6][C:7]1[CH:12]=[CH:11][CH:10]=[CH:9][CH:8]=1)[CH3:2].CI.[CH2:27]1OCCOCCOCCOCCOCCOC1.C([O-])([O-])=O.[K+].[K+], predict the reaction product. The product is: [CH2:1]([O:3][C:4](=[O:24])[C:5]([S:13]([C:16]1[CH:17]=[CH:18][C:19]([O:22][CH3:23])=[CH:20][CH:21]=1)(=[O:14])=[O:15])([CH3:27])[CH2:6][C:7]1[CH:8]=[CH:9][CH:10]=[CH:11][CH:12]=1)[CH3:2]. (5) Given the reactants C([O:3][C:4](=[O:16])[C:5]1[CH:10]=[CH:9][CH:8]=[C:7]([N:11]([CH2:13][CH:14]=[CH2:15])[CH3:12])[CH:6]=1)C.[OH-].[Li+].Cl, predict the reaction product. The product is: [CH2:13]([N:11]([CH3:12])[C:7]1[CH:6]=[C:5]([CH:10]=[CH:9][CH:8]=1)[C:4]([OH:16])=[O:3])[CH:14]=[CH2:15].